This data is from Full USPTO retrosynthesis dataset with 1.9M reactions from patents (1976-2016). The task is: Predict the reactants needed to synthesize the given product. (1) Given the product [CH2:38]([O:37][C:35](=[O:36])[NH:34][C@@H:30]([CH:27]1[CH2:26][CH2:25][C:24]([F:45])([F:23])[CH2:29][CH2:28]1)[C:31]([N:15]1[C@H:14]([C:12](=[O:13])[NH:11][C@H:4]2[C:5]3[C:10](=[CH:9][CH:8]=[CH:7][CH:6]=3)[O:1][CH2:2][CH2:3]2)[CH2:19][N:18]2[CH2:20][CH2:21][CH2:22][C@@H:17]2[CH2:16]1)=[O:32])[C:39]1[CH:40]=[CH:41][CH:42]=[CH:43][CH:44]=1, predict the reactants needed to synthesize it. The reactants are: [O:1]1[C:10]2[C:5](=[CH:6][CH:7]=[CH:8][CH:9]=2)[C@H:4]([NH:11][C:12]([C@@H:14]2[CH2:19][N:18]3[CH2:20][CH2:21][CH2:22][C@@H:17]3[CH2:16][NH:15]2)=[O:13])[CH2:3][CH2:2]1.[F:23][C:24]1([F:45])[CH2:29][CH2:28][CH:27]([C@H:30]([NH:34][C:35]([O:37][CH2:38][C:39]2[CH:44]=[CH:43][CH:42]=[CH:41][CH:40]=2)=[O:36])[C:31](O)=[O:32])[CH2:26][CH2:25]1.F[P-](F)(F)(F)(F)F.N1(OC(N(C)C)=[N+](C)C)C2C=CC=CC=2N=N1.C(N(CC)C(C)C)(C)C. (2) Given the product [CH2:1]([CH:3]1[N:12]2[C:7](=[CH:8][C:9](=[O:18])[C:10]([C:13]([OH:15])=[O:14])=[CH:11]2)[C:6]2[CH:19]=[C:20]([O:29][CH3:30])[C:21]([O:23][CH2:24][CH2:25][CH2:26][O:27][CH3:28])=[CH:22][C:5]=2[CH2:4]1)[CH3:2], predict the reactants needed to synthesize it. The reactants are: [CH2:1]([CH:3]1[N:12]2[C:7](=[CH:8][C:9](=[O:18])[C:10]([C:13]([O:15]CC)=[O:14])=[CH:11]2)[C:6]2[CH:19]=[C:20]([O:29][CH3:30])[C:21]([O:23][CH2:24][CH2:25][CH2:26][O:27][CH3:28])=[CH:22][C:5]=2[CH2:4]1)[CH3:2].O[Li].O. (3) Given the product [CH2:32]([N:8]1[C:9]2[C:14]([C:15]3[CH:22]=[CH:21][CH:20]=[C:17]([CH2:18][NH:36][CH2:34][CH3:35])[CH:16]=3)=[C:13]([O:23][C:24]3[CH:29]=[CH:28][C:27]([F:30])=[CH:26][CH:25]=3)[N:12]=[CH:11][C:10]=2[N:31]=[C:7]1[C:3]1[C:2]([NH2:1])=[N:6][O:5][N:4]=1)[CH3:33], predict the reactants needed to synthesize it. The reactants are: [NH2:1][C:2]1[C:3]([C:7]2[N:8]([CH2:32][CH3:33])[C:9]3[C:14]([C:15]4[CH:16]=[C:17]([CH:20]=[CH:21][CH:22]=4)[CH:18]=O)=[C:13]([O:23][C:24]4[CH:29]=[CH:28][C:27]([F:30])=[CH:26][CH:25]=4)[N:12]=[CH:11][C:10]=3[N:31]=2)=[N:4][O:5][N:6]=1.[CH2:34]([NH2:36])[CH3:35].[BH-](OC(C)=O)(OC(C)=O)OC(C)=O.[Na+]. (4) The reactants are: [N:1]1[C:10]2[C:5](=[CH:6][C:7]([CH2:11][N:12]3[C:16]4=[N:17][C:18]([C:21](=O)[CH3:22])=[CH:19][N:20]=[C:15]4[N:14]=[N:13]3)=[CH:8][CH:9]=2)[CH:4]=[CH:3][CH:2]=1.[NH2:24][O:25][CH2:26][CH2:27][OH:28]. Given the product [OH:28][CH2:27][CH2:26][O:25]/[N:24]=[C:21](/[C:18]1[N:17]=[C:16]2[N:12]([CH2:11][C:7]3[CH:6]=[C:5]4[C:10](=[CH:9][CH:8]=3)[N:1]=[CH:2][CH:3]=[CH:4]4)[N:13]=[N:14][C:15]2=[N:20][CH:19]=1)\[CH3:22], predict the reactants needed to synthesize it. (5) Given the product [Br:11][C:6]1[C:5]2[NH:4][C:3]3[C:12](=[O:13])[NH:14][C:16](=[O:15])[NH:1][C:2]=3[C:10]=2[CH:9]=[CH:8][CH:7]=1, predict the reactants needed to synthesize it. The reactants are: [NH2:1][C:2]1[C:10]2[C:5](=[C:6]([Br:11])[CH:7]=[CH:8][CH:9]=2)[NH:4][C:3]=1[C:12]([NH2:14])=[O:13].[O:15]=[C:16](Cl)OC(Cl)(Cl)Cl.O.